Dataset: Forward reaction prediction with 1.9M reactions from USPTO patents (1976-2016). Task: Predict the product of the given reaction. (1) Given the reactants Br[CH2:2][C:3]1[CH:10]=[CH:9][CH:8]=[CH:7][C:4]=1[C:5]#[N:6].[N-:11]=[N+:12]=[N-:13].[Na+], predict the reaction product. The product is: [N:11]([CH2:2][C:3]1[CH:10]=[CH:9][CH:8]=[CH:7][C:4]=1[C:5]#[N:6])=[N+:12]=[N-:13]. (2) The product is: [CH3:19][O:11][C:10](=[O:12])[C:9]1[CH:13]=[CH:14][C:15]([N+:16]([O-:18])=[O:17])=[C:7]([F:6])[CH:8]=1. Given the reactants OS(O)(=O)=O.[F:6][C:7]1[CH:8]=[C:9]([CH:13]=[CH:14][C:15]=1[N+:16]([O-:18])=[O:17])[C:10]([OH:12])=[O:11].[CH3:19]O, predict the reaction product. (3) Given the reactants I[C:2]1[C:3]([C:9]([O:11][CH3:12])=[O:10])=[N:4][C:5]([CH3:8])=[CH:6][CH:7]=1.[F-].[Cs+].C([Sn](CCCC)(CCCC)[C:20]1[N:25]=[CH:24][CH:23]=[CH:22][N:21]=1)CCC, predict the reaction product. The product is: [CH3:8][C:5]1[N:4]=[C:3]([C:9]([O:11][CH3:12])=[O:10])[C:2]([C:20]2[N:25]=[CH:24][CH:23]=[CH:22][N:21]=2)=[CH:7][CH:6]=1. (4) Given the reactants [Br:1][C:2]1[C:18]([O:19][CH3:20])=[CH:17][C:5]2[CH2:6][CH2:7][C:8]3[C:12]([C:4]=2[CH:3]=1)=[N:11][NH:10][C:9]=3[C:13]([O:15][CH3:16])=[O:14].CC(C)([O-])C.[Li+].[C:27]([NH:34][CH2:35][CH2:36]Br)([O:29][C:30]([CH3:33])([CH3:32])[CH3:31])=[O:28], predict the reaction product. The product is: [CH3:16][O:15][C:13]([C:9]1[N:10]([CH2:36][CH2:35][NH:34][C:27]([O:29][C:30]([CH3:33])([CH3:32])[CH3:31])=[O:28])[N:11]=[C:12]2[C:8]=1[CH2:7][CH2:6][C:5]1[CH:17]=[C:18]([O:19][CH3:20])[C:2]([Br:1])=[CH:3][C:4]2=1)=[O:14]. (5) Given the reactants [CH3:1][C:2]1[C:6]([CH3:7])=[C:5]([NH:8][C:9](=[O:16])OCC(Cl)(Cl)Cl)[O:4][N:3]=1.[F:17][C:18]1[C:23]([F:24])=[CH:22][CH:21]=[CH:20][C:19]=1[C:25]1[N:30]=[C:29]([N:31]2[CH2:36][CH2:35][NH:34][CH2:33][CH2:32]2)[CH:28]=[CH:27][N:26]=1.C(N(C(C)C)CC)(C)C.O, predict the reaction product. The product is: [F:17][C:18]1[C:23]([F:24])=[CH:22][CH:21]=[CH:20][C:19]=1[C:25]1[N:30]=[C:29]([N:31]2[CH2:36][CH2:35][N:34]([C:9]([NH:8][C:5]3[O:4][N:3]=[C:2]([CH3:1])[C:6]=3[CH3:7])=[O:16])[CH2:33][CH2:32]2)[CH:28]=[CH:27][N:26]=1.